Dataset: Forward reaction prediction with 1.9M reactions from USPTO patents (1976-2016). Task: Predict the product of the given reaction. (1) The product is: [CH3:27][O:26][C:24]1[C:23]2[C:18](=[CH:19][CH:20]=[CH:21][CH:22]=2)[CH:17]=[C:16]([CH2:15][O:14][C@H:12]2[CH2:13][NH:8][CH2:9][C@@H:10]([O:48][CH2:49][C@H:50]([OH:51])[CH2:54][OH:53])[C@@H:11]2[C:28]2[CH:33]=[CH:32][C:31]([O:34][CH2:35][CH2:36][CH2:37][O:38][C:39]3[CH:44]=[CH:43][CH:42]=[CH:41][C:40]=3[N+:45]([O-:47])=[O:46])=[CH:30][CH:29]=2)[CH:25]=1. Given the reactants C(OC([N:8]1[CH2:13][C@H:12]([O:14][CH2:15][C:16]2[CH:25]=[C:24]([O:26][CH3:27])[C:23]3[C:18](=[CH:19][CH:20]=[CH:21][CH:22]=3)[CH:17]=2)[C@@H:11]([C:28]2[CH:33]=[CH:32][C:31]([O:34][CH2:35][CH2:36][CH2:37][O:38][C:39]3[CH:44]=[CH:43][CH:42]=[CH:41][C:40]=3[N+:45]([O-:47])=[O:46])=[CH:30][CH:29]=2)[C@H:10]([O:48][CH2:49][C@H:50]2[CH2:54][O:53]C(C)(C)[O:51]2)[CH2:9]1)=O)(C)(C)C.Cl, predict the reaction product. (2) Given the reactants Cl.[C:2]([C:5]1[C:6]([CH3:16])=[CH:7][C:8]([CH3:15])=[C:9]([CH:14]=1)[C:10]([O:12][CH3:13])=[O:11])(=[NH:4])[NH2:3].Br[CH2:18][C:19]([C@@H:21]1[CH2:25][CH2:24][CH2:23][O:22]1)=O.C(=O)([O-])[O-].[K+].[K+], predict the reaction product. The product is: [CH3:15][C:8]1[CH:7]=[C:6]([CH3:16])[C:5]([C:2]2[NH:3][C:19]([C@@H:21]3[CH2:25][CH2:24][CH2:23][O:22]3)=[CH:18][N:4]=2)=[CH:14][C:9]=1[C:10]([O:12][CH3:13])=[O:11].